The task is: Predict the reactants needed to synthesize the given product.. This data is from Full USPTO retrosynthesis dataset with 1.9M reactions from patents (1976-2016). Given the product [CH3:35][Si:33]([CH3:34])([CH3:36])[CH2:32][CH2:31][O:30][CH2:29][N:26]1[C:22]2=[N:23][CH:24]=[CH:25][C:20]([C:18]3[CH:17]=[N:16][N:15]([C:4]4([CH2:3][C:1]#[N:2])[CH2:5][NH:6][CH2:7]4)[CH:19]=3)=[C:21]2[CH:28]=[CH:27]1.[ClH:37], predict the reactants needed to synthesize it. The reactants are: [C:1]([CH2:3][C:4]1([N:15]2[CH:19]=[C:18]([C:20]3[CH:25]=[CH:24][N:23]=[C:22]4[N:26]([CH2:29][O:30][CH2:31][CH2:32][Si:33]([CH3:36])([CH3:35])[CH3:34])[CH:27]=[CH:28][C:21]=34)[CH:17]=[N:16]2)[CH2:7][N:6](C(OC(C)(C)C)=O)[CH2:5]1)#[N:2].[ClH:37].O1CCOCC1.CCOCC.